This data is from Forward reaction prediction with 1.9M reactions from USPTO patents (1976-2016). The task is: Predict the product of the given reaction. (1) The product is: [C:8]([C:10]1[CH:25]=[CH:24][C:13]([CH:14]2[N:4]3[N:5]=[N:6][N:7]=[C:3]3[NH:2][C:21]([CH3:22])=[C:15]2[C:16]([O:18][CH2:19][CH3:20])=[O:17])=[CH:12][CH:11]=1)#[N:9]. Given the reactants O.[NH2:2][C:3]1[NH:7][N:6]=[N:5][N:4]=1.[C:8]([C:10]1[CH:25]=[CH:24][C:13]([CH:14]=[C:15]([C:21](=O)[CH3:22])[C:16]([O:18][CH2:19][CH3:20])=[O:17])=[CH:12][CH:11]=1)#[N:9].C(=O)(O)[O-].[Na+], predict the reaction product. (2) The product is: [F:16][C:17]1[CH:22]=[CH:21][C:20]([C:2]2[C:3]3[C:8](=[N:7][C:6]([C:12]([F:15])([F:14])[F:13])=[CH:5][CH:4]=3)[N:9]=[CH:10][CH:11]=2)=[CH:19][C:18]=1[C:26]1[N:27]=[CH:28][CH:29]=[CH:30][C:31]=1[C:32]#[N:33]. Given the reactants Cl[C:2]1[CH:11]=[CH:10][N:9]=[C:8]2[C:3]=1[CH:4]=[CH:5][C:6]([C:12]([F:15])([F:14])[F:13])=[N:7]2.[F:16][C:17]1[CH:22]=[CH:21][C:20](B(O)O)=[CH:19][C:18]=1[C:26]1[C:31]([C:32]#[N:33])=[CH:30][CH:29]=[CH:28][N:27]=1, predict the reaction product. (3) The product is: [CH2:1]([C:3]1[N:18]=[N:17][C:6]2[NH:7][C:8]3[CH:16]=[CH:15][CH:14]=[CH:13][C:9]=3[NH:10][C:11](=[O:12])[C:5]=2[CH:4]=1)[CH3:2]. Given the reactants [CH:1]([C:3]1[N:18]=[N:17][C:6]2[NH:7][C:8]3[CH:16]=[CH:15][CH:14]=[CH:13][C:9]=3[NH:10][C:11](=[O:12])[C:5]=2[CH:4]=1)=[CH2:2].[H][H], predict the reaction product. (4) Given the reactants [CH3:1][O:2][C:3](=[O:30])[CH2:4][CH:5]1[C:9]2[CH:10]=[C:11](OS(C(F)(F)F)(=O)=O)[CH:12]=[CH:13][C:8]=2[S:7](=[O:23])(=[O:22])[N:6]1[C:24]1[CH:29]=[CH:28][CH:27]=[CH:26][CH:25]=1.[C:31]1(B(O)O)[CH:36]=[CH:35][CH:34]=[CH:33][CH:32]=1.C([O-])([O-])=O.[Na+].[Na+], predict the reaction product. The product is: [CH3:1][O:2][C:3](=[O:30])[CH2:4][CH:5]1[C:9]2[CH:10]=[C:11]([C:31]3[CH:36]=[CH:35][CH:34]=[CH:33][CH:32]=3)[CH:12]=[CH:13][C:8]=2[S:7](=[O:22])(=[O:23])[N:6]1[C:24]1[CH:29]=[CH:28][CH:27]=[CH:26][CH:25]=1. (5) The product is: [ClH:1].[CH3:10][O:9][C:7](=[O:8])[C:6]1[CH:5]=[CH:14][CH:13]=[C:12]([CH2:24][CH2:25][NH2:26])[CH:11]=1. Given the reactants [ClH:1].NCC[C:5]1[CH:14]=[CH:13][CH:12]=[CH:11][C:6]=1[C:7]([O:9][CH3:10])=[O:8].COC(=O)C1C=CC=CC=1[CH2:24][C:25]#[N:26].Cl, predict the reaction product. (6) Given the reactants [NH2:1][C:2]1[C:7]([C:8](=[O:19])[C:9]2[CH:14]=[C:13]([O:15][CH3:16])[CH:12]=[CH:11][C:10]=2[O:17][CH3:18])=[CH:6][N:5]=[C:4]([NH:20][CH:21]2[CH2:26][CH2:25][N:24](C(=O)C)[CH2:23][CH2:22]2)[N:3]=1.FC(F)(F)C(O)=O.[CH3:37][S:38](N1CCC(N)CC1)(=[O:40])=[O:39], predict the reaction product. The product is: [NH2:1][C:2]1[C:7]([C:8]([C:9]2[CH:14]=[C:13]([O:15][CH3:16])[CH:12]=[CH:11][C:10]=2[O:17][CH3:18])=[O:19])=[CH:6][N:5]=[C:4]([NH:20][CH:21]2[CH2:26][CH2:25][N:24]([S:38]([CH3:37])(=[O:40])=[O:39])[CH2:23][CH2:22]2)[N:3]=1.